Dataset: Full USPTO retrosynthesis dataset with 1.9M reactions from patents (1976-2016). Task: Predict the reactants needed to synthesize the given product. Given the product [F:24][C:23]([F:25])([F:26])[C:21]1[CH:22]=[C:17](/[CH:16]=[N:15]/[O:14][CH2:13][CH2:12][CH2:11][O:10][C:7]2[CH:8]=[CH:9][C:4]([C:3]([OH:45])=[O:2])=[C:5]([NH:31][C:32](=[O:44])[C:33]3[CH:34]=[CH:35][C:36]([O:39][C:40]([F:43])([F:42])[F:41])=[CH:37][CH:38]=3)[CH:6]=2)[CH:18]=[C:19]([C:27]([F:30])([F:28])[F:29])[CH:20]=1, predict the reactants needed to synthesize it. The reactants are: C[O:2][C:3](=[O:45])[C:4]1[CH:9]=[CH:8][C:7]([O:10][CH2:11][CH2:12][CH2:13][O:14]/[N:15]=[CH:16]/[C:17]2[CH:22]=[C:21]([C:23]([F:26])([F:25])[F:24])[CH:20]=[C:19]([C:27]([F:30])([F:29])[F:28])[CH:18]=2)=[CH:6][C:5]=1[NH:31][C:32](=[O:44])[C:33]1[CH:38]=[CH:37][C:36]([O:39][C:40]([F:43])([F:42])[F:41])=[CH:35][CH:34]=1.CO.[OH-].[Li+].Cl.